This data is from Forward reaction prediction with 1.9M reactions from USPTO patents (1976-2016). The task is: Predict the product of the given reaction. Given the reactants [C:1]1([CH2:7][C:8]([OH:10])=O)[CH:6]=[CH:5][CH:4]=[CH:3][CH:2]=1.[Cl:11][C:12]1[CH:18]=[CH:17][C:15]([OH:16])=[CH:14][C:13]=1[OH:19], predict the reaction product. The product is: [Cl:11][C:12]1[C:13]([OH:19])=[CH:14][C:15]([OH:16])=[C:17]([C:8](=[O:10])[CH2:7][C:1]2[CH:2]=[CH:3][CH:4]=[CH:5][CH:6]=2)[CH:18]=1.